Task: Predict the reaction yield, written as a fraction of the theoretical maximum amount of product (1.0 means a 100% yield; for example, 0.34 means a 34% yield).. Dataset: Reaction yield outcomes from USPTO patents with 853,638 reactions The reactants are [CH3:1][S:2]([C:5]1[N:10]=[CH:9][C:8]([O:11][C:12]2[CH:13]=[C:14]3[C:18](=[C:19]([O:21][CH:22]4[CH2:27][CH2:26][O:25][CH2:24][CH2:23]4)[CH:20]=2)[NH:17][C:16]([C:28]2[S:29][CH:30]([CH2:33][C:34]([OH:36])=O)[CH2:31][N:32]=2)=[CH:15]3)=[CH:7][CH:6]=1)(=[O:4])=[O:3].O.ON1C2C=CC=CC=2N=N1.Cl.C(N=C=NCCCN(C)C)C.[NH:60]1[CH2:65][CH2:64][S:63](=[O:67])(=[O:66])[CH2:62][CH2:61]1. The catalyst is CN(C)C=O.CCCCCC.C(OCC)(=O)C.O. The product is [O:66]=[S:63]1(=[O:67])[CH2:64][CH2:65][N:60]([C:34](=[O:36])[CH2:33][CH:30]2[S:29][C:28]([C:16]3[NH:17][C:18]4[C:14]([CH:15]=3)=[CH:13][C:12]([O:11][C:8]3[CH:9]=[N:10][C:5]([S:2]([CH3:1])(=[O:3])=[O:4])=[CH:6][CH:7]=3)=[CH:20][C:19]=4[O:21][CH:22]3[CH2:27][CH2:26][O:25][CH2:24][CH2:23]3)=[N:32][CH2:31]2)[CH2:61][CH2:62]1. The yield is 0.740.